From a dataset of Full USPTO retrosynthesis dataset with 1.9M reactions from patents (1976-2016). Predict the reactants needed to synthesize the given product. (1) Given the product [Br:1][C:2]1[CH:3]=[CH:4][C:5]([F:27])=[C:6]([C@:8]([NH:9][CH2:15][C:16]2[CH:21]=[CH:20][C:19]([O:22][CH3:23])=[CH:18][C:17]=2[O:24][CH3:25])([CH3:26])[CH2:12][S:30][CH2:29][C:28]([O:32][CH2:33][CH3:34])=[O:31])[CH:7]=1, predict the reactants needed to synthesize it. The reactants are: [Br:1][C:2]1[CH:3]=[CH:4][C:5]([F:27])=[C:6]([C@:8]2([CH3:26])[CH2:12]OS(=O)(=O)[N:9]2[CH2:15][C:16]2[CH:21]=[CH:20][C:19]([O:22][CH3:23])=[CH:18][C:17]=2[O:24][CH3:25])[CH:7]=1.[C:28]([O:32][CH2:33][CH3:34])(=[O:31])[CH2:29][SH:30].CN(C)C(N(C)C)=N. (2) Given the product [CH2:8]([O:7][C:5](=[O:6])[CH2:4][C:3](=[O:10])[CH2:2][S:15][C:12]([CH3:14])([CH3:13])[CH3:11])[CH3:9], predict the reactants needed to synthesize it. The reactants are: Cl[CH2:2][C:3](=[O:10])[CH2:4][C:5]([O:7][CH2:8][CH3:9])=[O:6].[CH3:11][C:12]([SH:15])([CH3:14])[CH3:13].C(N(CC)CC)C. (3) The reactants are: Cl[C:2]1[N:7]=[CH:6][N:5]=[C:4]2[NH:8][N:9]=[CH:10][C:3]=12.[NH2:11][C:12]1[CH:13]=[C:14]([CH:28]=[CH:29][C:30]=1[Cl:31])[C:15]([NH:17][C:18]1[CH:23]=[CH:22][CH:21]=[C:20]([C:24]([F:27])([F:26])[F:25])[CH:19]=1)=[O:16]. Given the product [Cl:31][C:30]1[CH:29]=[CH:28][C:14]([C:15]([NH:17][C:18]2[CH:23]=[CH:22][CH:21]=[C:20]([C:24]([F:26])([F:27])[F:25])[CH:19]=2)=[O:16])=[CH:13][C:12]=1[NH:11][C:2]1[N:7]=[CH:6][N:5]=[C:4]2[NH:8][N:9]=[CH:10][C:3]=12, predict the reactants needed to synthesize it.